From a dataset of Reaction yield outcomes from USPTO patents with 853,638 reactions. Predict the reaction yield, written as a fraction of the theoretical maximum amount of product (1.0 means a 100% yield; for example, 0.34 means a 34% yield). (1) The reactants are [CH2:1]1[CH:5]2[C@@H:6]3C=C[C@H]([CH:4]2C=[CH:2]1)C3.[CH3:11][O:12][C:13](=[O:16])[CH:14]=[CH2:15].C1(C=CC(O)=CC=1)O. No catalyst specified. The product is [CH3:11][O:12][C:13]([CH:14]1[CH2:4][CH:5]2[CH2:6][CH:15]1[CH:2]=[CH:1]2)=[O:16]. The yield is 0.850. (2) The reactants are [CH3:1][C:2]1([CH3:29])[CH2:11][C:10]2[C:5](=[CH:6][CH:7]=[C:8]([C:12]([OH:14])=O)[CH:9]=2)[NH:4][CH:3]1[C:15]1[CH:20]=[C:19]([N:21]2[CH2:26][CH2:25][O:24][CH2:23][CH2:22]2)[CH:18]=[C:17]([O:27][CH3:28])[CH:16]=1.[CH:30]1([S:33]([NH2:36])(=[O:35])=[O:34])[CH2:32][CH2:31]1. The catalyst is CN(C)C1C=CN=CC=1.ClCCl. The product is [CH3:1][C:2]1([CH3:29])[CH2:11][C:10]2[C:5](=[CH:6][CH:7]=[C:8]([C:12]([NH:36][S:33]([CH:30]3[CH2:32][CH2:31]3)(=[O:35])=[O:34])=[O:14])[CH:9]=2)[NH:4][CH:3]1[C:15]1[CH:20]=[C:19]([N:21]2[CH2:26][CH2:25][O:24][CH2:23][CH2:22]2)[CH:18]=[C:17]([O:27][CH3:28])[CH:16]=1. The yield is 0.350. (3) The reactants are Br[CH2:2][C:3]([C:5]1[C:14]2[C:9](=[CH:10][CH:11]=[CH:12][CH:13]=2)[CH:8]=[CH:7][C:6]=1[O:15][CH2:16][CH3:17])=[O:4].[C:18]([O-:21])(=[O:20])[CH3:19].[Na+]. The catalyst is CN(C)C=O. The product is [CH2:16]([O:15][C:6]1[CH:7]=[CH:8][C:9]2[C:14](=[CH:13][CH:12]=[CH:11][CH:10]=2)[C:5]=1[C:3](=[O:4])[CH2:2][O:21][C:18](=[O:20])[CH3:19])[CH3:17]. The yield is 0.940. (4) The reactants are [CH2:1]([C:3]1[N:12]([C:13]2[CH:18]=[CH:17][C:16]([CH2:19][CH2:20]O)=[CH:15][CH:14]=2)[C:6]2=[N:7][C:8]([CH3:11])=[CH:9][CH:10]=[C:5]2[N:4]=1)[CH3:2].N(C(OCC)=O)=NC(OCC)=O.C1(P(C2C=CC=CC=2)C2C=CC=CC=2)C=CC=CC=1.C1(P([N:67]=[N+:68]=[N-:69])(C2C=CC=CC=2)=O)C=CC=CC=1. The catalyst is C1COCC1. The product is [CH2:1]([C:3]1[N:12]([C:13]2[CH:18]=[CH:17][C:16]([CH2:19][CH2:20][N:67]=[N+:68]=[N-:69])=[CH:15][CH:14]=2)[C:6]2=[N:7][C:8]([CH3:11])=[CH:9][CH:10]=[C:5]2[N:4]=1)[CH3:2]. The yield is 0.300. (5) The reactants are [CH:1]([O:4][C:5]1([C:8]2[CH:13]=[CH:12][C:11]([C:14]#[C:15][C:16]3[CH:21]=[CH:20][C:19]([CH2:22][C:23]([O:25]C)=[O:24])=[CH:18][CH:17]=3)=[CH:10][C:9]=2[CH3:27])[CH2:7][CH2:6]1)([CH3:3])[CH3:2].[OH-].[Na+]. The catalyst is C(O)C.O1CCCC1. The product is [CH:1]([O:4][C:5]1([C:8]2[CH:13]=[CH:12][C:11]([C:14]#[C:15][C:16]3[CH:21]=[CH:20][C:19]([CH2:22][C:23]([OH:25])=[O:24])=[CH:18][CH:17]=3)=[CH:10][C:9]=2[CH3:27])[CH2:7][CH2:6]1)([CH3:3])[CH3:2]. The yield is 0.620. (6) The reactants are [OH:1][C:2]1[CH:3]=[C:4]2[C:9](=[CH:10][CH:11]=1)[CH2:8][CH:7]([C:12]([O:14][CH3:15])=[O:13])[CH2:6][CH2:5]2.[CH2:16](O)[C:17]1[CH:22]=[CH:21][CH:20]=[CH:19][CH:18]=1.C1(P(C2C=CC=CC=2)C2C=CC=CC=2)C=CC=CC=1.N(C(OCC)=O)=NC(OCC)=O. The catalyst is C1COCC1.CCOC(C)=O. The product is [CH2:16]([O:1][C:2]1[CH:3]=[C:4]2[C:9](=[CH:10][CH:11]=1)[CH2:8][CH:7]([C:12]([O:14][CH3:15])=[O:13])[CH2:6][CH2:5]2)[C:17]1[CH:22]=[CH:21][CH:20]=[CH:19][CH:18]=1. The yield is 0.750. (7) The reactants are [OH-:1].[K+].[CH2:3]([CH:5]1[CH2:10][O:9][C:8]2[CH:11]=[CH:12][C:13]([C:15]#N)=[CH:14][C:7]=2[O:6]1)[CH3:4].C(O)C.Cl.[OH2:21]. No catalyst specified. The product is [CH2:3]([CH:5]1[CH2:10][O:9][C:8]2[CH:11]=[CH:12][C:13]([C:15]([OH:21])=[O:1])=[CH:14][C:7]=2[O:6]1)[CH3:4]. The yield is 0.920. (8) The reactants are [Li][CH2:2][CH2:3][CH2:4][CH3:5].CC1[O:8][CH:9]=[CH:10][CH:11]=1.C1[O:14]C1. The catalyst is C1COCC1. The product is [CH3:5][C:4]1[O:8][C:9]([CH2:10][CH2:11][OH:14])=[CH:2][CH:3]=1. The yield is 0.720. (9) The reactants are [CH3:1][C:2]1[N:3]=[C:4]([N:10]2[CH:15]=[CH:14][C:13]([C:16]3[CH:21]=[CH:20][CH:19]=[CH:18][CH:17]=3)=[CH:12][C:11]2=[O:22])[S:5][C:6]=1[C:7](O)=[O:8].ON1C2C=CC=CC=2N=N1.CN(C)CCCN=C=NCC.C(N(CC)C(C)C)(C)C.[CH2:53]([NH2:60])[C:54]1[CH:59]=[CH:58][CH:57]=[CH:56][CH:55]=1. The catalyst is CN(C)C=O. The product is [CH2:53]([NH:60][C:7]([C:6]1[S:5][C:4]([N:10]2[CH:15]=[CH:14][C:13]([C:16]3[CH:17]=[CH:18][CH:19]=[CH:20][CH:21]=3)=[CH:12][C:11]2=[O:22])=[N:3][C:2]=1[CH3:1])=[O:8])[C:54]1[CH:59]=[CH:58][CH:57]=[CH:56][CH:55]=1. The yield is 0.470.